This data is from Full USPTO retrosynthesis dataset with 1.9M reactions from patents (1976-2016). The task is: Predict the reactants needed to synthesize the given product. (1) Given the product [F:21][C:17]1[CH:16]=[C:15]([CH:20]=[CH:19][CH:18]=1)[CH2:14][O:13][C:10]1[CH:9]=[CH:8][C:7]([O:6][CH2:5][CH2:4][C:3]([OH:22])=[O:2])=[CH:12][CH:11]=1, predict the reactants needed to synthesize it. The reactants are: C[O:2][C:3](=[O:22])[CH2:4][CH2:5][O:6][C:7]1[CH:12]=[CH:11][C:10]([O:13][CH2:14][C:15]2[CH:20]=[CH:19][CH:18]=[C:17]([F:21])[CH:16]=2)=[CH:9][CH:8]=1. (2) Given the product [OH:21][C:4]1[CH:5]=[CH:6][C:1]([C:11]2[CH:14]=[CH:13][N:12]([CH3:17])[C:18](=[O:20])[CH:19]=2)=[CH:2][CH:3]=1, predict the reactants needed to synthesize it. The reactants are: [C:1]1([CH3:11])[CH:6]=[CH:5][C:4](S([O-])(=O)=O)=[CH:3][CH:2]=1.[NH+:12]1[CH:17]=CC=[CH:14][CH:13]=1.[CH2:18]([OH:20])[CH3:19].[OH2:21]. (3) Given the product [CH2:1]([O:3][C:4](=[O:37])[C:5]1[CH:10]=[CH:9][C:8]([NH:11][CH:12]2[CH2:17][CH2:16][CH2:15][CH2:14][CH2:13]2)=[C:7]([NH:18][C:19]([C:21]2[CH:30]=[C:29]3[C:24]([CH:25]=[C:26]([C:42]4[CH:47]=[CH:46][CH:45]=[CH:44][CH:43]=4)[CH:27]=[N:28]3)=[CH:23][CH:22]=2)=[O:20])[CH:6]=1)[CH3:2], predict the reactants needed to synthesize it. The reactants are: [CH2:1]([O:3][C:4](=[O:37])[C:5]1[CH:10]=[CH:9][C:8]([NH:11][CH:12]2[CH2:17][CH2:16][CH2:15][CH2:14][CH2:13]2)=[C:7]([NH:18][C:19]([C:21]2[CH:30]=[C:29]3[C:24]([CH:25]=[CH:26][C:27](C4C=CC=CC=4)=[N:28]3)=[CH:23][CH:22]=2)=[O:20])[CH:6]=1)[CH3:2].C(OC(=O)[C:42]1[CH:47]=[CH:46][C:45](NC2CCCCC2)=[C:44](N)[CH:43]=1)C.CN(C(ON1N=NC2C=CC=NC1=2)=[N+](C)C)C.F[P-](F)(F)(F)(F)F.CCN(C(C)C)C(C)C. (4) Given the product [NH:19]1[CH2:20][CH2:21][CH2:22][C@@H:18]1[C:16]1[S:17][C:13]([C:10]2[NH:9][C:8]3[CH:7]=[CH:6][CH:5]=[C:4]([C:1]([NH2:2])=[O:3])[C:12]=3[N:11]=2)=[CH:14][CH:15]=1, predict the reactants needed to synthesize it. The reactants are: [C:1]([C:4]1[C:12]2[N:11]=[C:10]([C:13]3[S:17][C:16]([C@H:18]4[CH2:22][CH2:21][CH2:20][N:19]4C(OC(C)(C)C)=O)=[CH:15][CH:14]=3)[NH:9][C:8]=2[CH:7]=[CH:6][CH:5]=1)(=[O:3])[NH2:2]. (5) Given the product [CH:1]([C:4]1[CH:5]=[C:6]([NH:10][C:11]([C:13]2[CH:14]=[C:15]([N:19]3[CH2:28][C:27]4[CH:26]=[N:25][CH:24]=[C:23]([C:29]([NH:54][CH2:53][CH2:52][CH2:51][N:48]5[CH2:49][CH2:50][O:45][CH2:46][CH2:47]5)=[O:30])[C:22]=4[CH2:21][CH2:20]3)[CH:16]=[CH:17][CH:18]=2)=[O:12])[CH:7]=[CH:8][CH:9]=1)([CH3:3])[CH3:2], predict the reactants needed to synthesize it. The reactants are: [CH:1]([C:4]1[CH:5]=[C:6]([NH:10][C:11]([C:13]2[CH:14]=[C:15]([N:19]3[CH2:28][C:27]4[CH:26]=[N:25][CH:24]=[C:23]([C:29](O)=[O:30])[C:22]=4[CH2:21][CH2:20]3)[CH:16]=[CH:17][CH:18]=2)=[O:12])[CH:7]=[CH:8][CH:9]=1)([CH3:3])[CH3:2].C(N(CC)CC)C.CCCP(=O)=O.[O:45]1[CH2:50][CH2:49][N:48]([CH2:51][CH2:52][CH2:53][NH2:54])[CH2:47][CH2:46]1. (6) Given the product [N:22]1([C:4]2[C:5]3[S:10][C:9]([CH2:11][N:12]4[CH2:15][CH:14]([N:16]5[CH2:21][CH2:20][O:19][CH2:18][CH2:17]5)[CH2:13]4)=[CH:8][C:6]=3[N:7]=[C:2]([NH:28][C:29]3[C:30]([NH2:35])=[CH:31][CH:32]=[CH:33][CH:34]=3)[N:3]=2)[CH2:27][CH2:26][O:25][CH2:24][CH2:23]1, predict the reactants needed to synthesize it. The reactants are: Cl[C:2]1[N:3]=[C:4]([N:22]2[CH2:27][CH2:26][O:25][CH2:24][CH2:23]2)[C:5]2[S:10][C:9]([CH2:11][N:12]3[CH2:15][CH:14]([N:16]4[CH2:21][CH2:20][O:19][CH2:18][CH2:17]4)[CH2:13]3)=[CH:8][C:6]=2[N:7]=1.[NH2:28][C:29]1[CH:34]=[CH:33][CH:32]=[CH:31][C:30]=1[NH2:35].C1C=CC(P(C2C(C3C(P(C4C=CC=CC=4)C4C=CC=CC=4)=CC=C4C=3C=CC=C4)=C3C(C=CC=C3)=CC=2)C2C=CC=CC=2)=CC=1.C([O-])([O-])=O.[Cs+].[Cs+].